The task is: Predict the reactants needed to synthesize the given product.. This data is from Full USPTO retrosynthesis dataset with 1.9M reactions from patents (1976-2016). (1) The reactants are: C([O:5][C:6](=[O:33])[CH2:7][N:8]1[C:16]2[C:11](=[CH:12][CH:13]=[C:14]([C:17]([O:19][CH3:20])=[O:18])[CH:15]=2)[C:10]([CH:21]2[CH2:26][CH2:25][CH2:24][CH2:23][CH2:22]2)=[C:9]1[C:27]1[CH:32]=[CH:31][CH:30]=[CH:29][CH:28]=1)(C)(C)C.C(Cl)Cl.C(O)(C(F)(F)F)=O. Given the product [CH:21]1([C:10]2[C:11]3[C:16](=[CH:15][C:14]([C:17]([O:19][CH3:20])=[O:18])=[CH:13][CH:12]=3)[N:8]([CH2:7][C:6]([OH:33])=[O:5])[C:9]=2[C:27]2[CH:32]=[CH:31][CH:30]=[CH:29][CH:28]=2)[CH2:22][CH2:23][CH2:24][CH2:25][CH2:26]1, predict the reactants needed to synthesize it. (2) Given the product [F:42][C:11]([F:10])([F:41])[C:12]1[CH:17]=[CH:16][C:15]([CH2:18][C:19]([N:21]2[CH2:26][CH2:25][N:24]([S:27]([C:30]3[CH:35]=[C:34]([C:36]([F:37])([F:38])[F:39])[CH:33]=[C:32]([CH:6]=[CH2:7])[CH:31]=3)(=[O:28])=[O:29])[CH2:23][CH2:22]2)=[O:20])=[CH:14][CH:13]=1, predict the reactants needed to synthesize it. The reactants are: O1CCCC1.[CH:6]([Mg]Br)=[CH2:7].[F:10][C:11]([F:42])([F:41])[C:12]1[CH:17]=[CH:16][C:15]([CH2:18][C:19]([N:21]2[CH2:26][CH2:25][N:24]([S:27]([C:30]3[CH:35]=[C:34]([C:36]([F:39])([F:38])[F:37])[CH:33]=[C:32](Br)[CH:31]=3)(=[O:29])=[O:28])[CH2:23][CH2:22]2)=[O:20])=[CH:14][CH:13]=1.FC(F)(F)C1C=CC(CC(N2CCNCC2)=O)=CC=1.C(N1CCNCC1)(=O)C1C=CC=CC=1.BrC1C=C(S(Cl)(=O)=O)C=C(C(F)(F)F)C=1.FC(F)(F)C1C=C(S(Cl)(=O)=O)C=C(C(F)(F)F)C=1.Cl.